From a dataset of Catalyst prediction with 721,799 reactions and 888 catalyst types from USPTO. Predict which catalyst facilitates the given reaction. (1) Reactant: [C:12]([O:11][C:9](O[C:9]([O:11][C:12]([CH3:15])([CH3:14])[CH3:13])=[O:10])=[O:10])([CH3:15])([CH3:14])[CH3:13].C(N(CC)CC)C.[NH2:23][CH2:24][C:25]1[CH:26]=[CH:27][C:28]([Br:31])=[N:29][CH:30]=1. Product: [Br:31][C:28]1[CH:27]=[CH:26][C:25]([CH2:24][NH:23][C:9]([O:11][C:12]([CH3:13])([CH3:14])[CH3:15])=[O:10])=[CH:30][N:29]=1. The catalyst class is: 4. (2) Reactant: [Cl:1][C:2]1[N:7]=[CH:6][C:5]([CH2:8][N:9]2[CH2:13][CH2:12][NH:11][C:10]2=[CH:14][C:15](=[O:20])[C:16]([F:19])([F:18])[F:17])=[CH:4][CH:3]=1.N1C=CC=CC=1.[F:27][C:28]([F:39])([F:38])[C:29](O[C:29](=[O:30])[C:28]([F:39])([F:38])[F:27])=[O:30]. Product: [Cl:1][C:2]1[N:7]=[CH:6][C:5]([CH2:8][N:9]2[CH2:13][CH2:12][NH:11][C:10]2=[C:14]([C:29](=[O:30])[C:28]([F:39])([F:38])[F:27])[C:15](=[O:20])[C:16]([F:19])([F:18])[F:17])=[CH:4][CH:3]=1. The catalyst class is: 4.